This data is from Forward reaction prediction with 1.9M reactions from USPTO patents (1976-2016). The task is: Predict the product of the given reaction. (1) The product is: [CH3:1][S:2][C:3]1[CH:4]=[CH:5][C:6]([CH2:9][CH2:10][C:11]([O:13][CH3:14])=[O:12])=[CH:7][CH:8]=1. Given the reactants [CH3:1][S:2][C:3]1[CH:8]=[CH:7][C:6]([CH2:9][CH2:10][C:11]([OH:13])=[O:12])=[CH:5][CH:4]=1.[CH:14]1N=CN(C(N2C=NC=C2)=O)C=1.CO, predict the reaction product. (2) Given the reactants [CH:1]#[C:2][CH2:3][CH2:4][CH2:5][CH2:6][CH2:7]C.C1(C#C)C=CC=CC=1.[CH:17]1[C:26]2[C:21](=[CH:22][CH:23]=[CH:24][CH:25]=2)[CH:20]=[CH:19][C:18]=1[C:27]#N, predict the reaction product. The product is: [C:27]([C:18]1[CH:19]=[CH:20][C:21]2[C:26](=[CH:25][CH:24]=[CH:23][CH:22]=2)[CH:17]=1)#[C:1][CH2:2][CH2:3][CH2:4][CH2:5][CH2:6][CH3:7]. (3) The product is: [F:34][CH:2]([F:1])[C:3]([NH:5][C@H:9]([CH2:10][F:11])[C@H:8]([OH:7])[C:12]1[CH:13]=[CH:14][C:15]([C:18]2[CH:19]=[N:20][C:21]([CH:24]([N:26]3[CH2:27][CH2:28][O:29][CH2:30][CH2:31]3)[CH3:25])=[CH:22][CH:23]=2)=[CH:16][CH:17]=1)=[O:4]. Given the reactants [F:1][CH:2]([F:34])[C:3]([N:5]1[C@H:9]([CH2:10][F:11])[C@@H:8]([C:12]2[CH:17]=[CH:16][C:15]([C:18]3[CH:19]=[N:20][C:21]([CH:24]([N:26]4[CH2:31][CH2:30][O:29][CH2:28][CH2:27]4)[CH3:25])=[CH:22][CH:23]=3)=[CH:14][CH:13]=2)[O:7]C1(C)C)=[O:4].FC(F)(F)C(O)=O, predict the reaction product. (4) Given the reactants [C:1]([O:5][C:6]([N:8]1[C@H:13]([C:14]([OH:16])=[O:15])[C@H:12]2[CH2:17][C@@H:9]1[C@H:10]([OH:18])[CH2:11]2)=[O:7])([CH3:4])([CH3:3])[CH3:2].[CH2:19](O)[C:20]1[CH:25]=[CH:24][CH:23]=[CH:22][CH:21]=1.C1(N=C=NC2CCCCC2)CCCCC1, predict the reaction product. The product is: [OH:18][C@H:10]1[C@H:9]2[CH2:17][C@H:12]([C@@H:13]([C:14]([O:16][CH2:19][C:20]3[CH:25]=[CH:24][CH:23]=[CH:22][CH:21]=3)=[O:15])[N:8]2[C:6]([O:5][C:1]([CH3:4])([CH3:2])[CH3:3])=[O:7])[CH2:11]1. (5) Given the reactants FC(F)(F)C(O)=O.C(=O)([O-])O.[Na+].[NH2:13][CH2:14][C:15]([O:17][CH2:18][C@H:19]([NH:21][C:22](=[O:53])[C:23]1[CH:28]=[CH:27][C:26]([C:29]2[N:33]=[C:32]([CH:34]([O:37][C:38]3[CH:43]=[CH:42][C:41]([C:44]4[N:48]=[C:47]([CH:49]5[CH2:51][CH2:50]5)[O:46][N:45]=4)=[CH:40][CH:39]=3)[CH2:35][CH3:36])[O:31][N:30]=2)=[CH:25][C:24]=1[F:52])[CH3:20])=[O:16].[ClH:54].C(OCC)(=O)C, predict the reaction product. The product is: [ClH:54].[NH2:13][CH2:14][C:15]([O:17][CH2:18][C@H:19]([NH:21][C:22](=[O:53])[C:23]1[CH:28]=[CH:27][C:26]([C:29]2[N:33]=[C:32]([CH:34]([O:37][C:38]3[CH:43]=[CH:42][C:41]([C:44]4[N:48]=[C:47]([CH:49]5[CH2:51][CH2:50]5)[O:46][N:45]=4)=[CH:40][CH:39]=3)[CH2:35][CH3:36])[O:31][N:30]=2)=[CH:25][C:24]=1[F:52])[CH3:20])=[O:16]. (6) Given the reactants [C:1]([C@@H:3]([NH:5][C:6](=[O:12])OC(C)(C)C)[CH3:4])#[N:2].[C:13](O)(=O)[CH2:14][CH2:15][CH2:16][CH2:17][CH2:18][CH2:19][CH2:20][CH2:21]C, predict the reaction product. The product is: [C:1]([C@@H:3]([NH:5][C:6](=[O:12])[CH2:13][CH2:14][CH2:15][CH2:16][CH2:17][CH2:18][CH2:19][CH2:20][CH3:21])[CH3:4])#[N:2]. (7) Given the reactants Cl.[CH3:2][O:3][C:4]([C@H:6]1[CH2:11][NH:10][CH2:9][CH2:8][N:7]1[C:12]([O:14][C:15]([CH3:18])([CH3:17])[CH3:16])=[O:13])=[O:5].C([O-])([O-])=O.[Na+].[Na+].[C:25]([O:29][C:30](O[C:30]([O:29][C:25]([CH3:28])([CH3:27])[CH3:26])=[O:31])=[O:31])([CH3:28])([CH3:27])[CH3:26], predict the reaction product. The product is: [CH3:2][O:3][C:4]([C@H:6]1[CH2:11][N:10]([C:30]([O:29][C:25]([CH3:28])([CH3:27])[CH3:26])=[O:31])[CH2:9][CH2:8][N:7]1[C:12]([O:14][C:15]([CH3:18])([CH3:17])[CH3:16])=[O:13])=[O:5]. (8) Given the reactants [NH2:1][CH2:2][CH2:3][O:4][C:5]1[CH:10]=[CH:9][C:8]([NH:11][C:12](=[O:21])[C:13]2[CH:18]=[CH:17][CH:16]=[C:15]([O:19][CH3:20])[CH:14]=2)=[CH:7][C:6]=1[C:22]1[N:26]([CH3:27])[N:25]=[CH:24][CH:23]=1.C(N(CC)CC)C.Cl[C:36]([O:38][CH2:39][C:40]1[CH:45]=[CH:44][CH:43]=[CH:42][CH:41]=1)=[O:37], predict the reaction product. The product is: [CH2:39]([O:38][C:36](=[O:37])[NH:1][CH2:2][CH2:3][O:4][C:5]1[CH:10]=[CH:9][C:8]([NH:11][C:12](=[O:21])[C:13]2[CH:18]=[CH:17][CH:16]=[C:15]([O:19][CH3:20])[CH:14]=2)=[CH:7][C:6]=1[C:22]1[N:26]([CH3:27])[N:25]=[CH:24][CH:23]=1)[C:40]1[CH:45]=[CH:44][CH:43]=[CH:42][CH:41]=1. (9) Given the reactants O.[OH-].[Li+].C[O:5][C:6]([C:8]1[N:9]=[CH:10][N:11]([CH:13]([CH3:15])[CH3:14])[CH:12]=1)=[O:7].Cl, predict the reaction product. The product is: [CH:13]([N:11]1[CH:12]=[C:8]([C:6]([OH:7])=[O:5])[N:9]=[CH:10]1)([CH3:15])[CH3:14]. (10) Given the reactants Br[C:2]1[CH:3]=[C:4]([CH:25]=[CH:26][N:27]=1)[C:5]([NH:7][C:8]1[S:9][C:10]2[C:16]([N:17]3[CH2:22][CH2:21][O:20][CH2:19][CH2:18]3)=[CH:15][CH:14]=[C:13]([O:23][CH3:24])[C:11]=2[N:12]=1)=[O:6].C(=O)([O-])[O-].[Cs+].[Cs+].[CH2:34]([NH2:41])[C:35]1[CH:40]=[CH:39][CH:38]=[CH:37][CH:36]=1, predict the reaction product. The product is: [CH2:34]([NH:41][C:2]1[CH:3]=[C:4]([CH:25]=[CH:26][N:27]=1)[C:5]([NH:7][C:8]1[S:9][C:10]2[C:16]([N:17]3[CH2:18][CH2:19][O:20][CH2:21][CH2:22]3)=[CH:15][CH:14]=[C:13]([O:23][CH3:24])[C:11]=2[N:12]=1)=[O:6])[C:35]1[CH:40]=[CH:39][CH:38]=[CH:37][CH:36]=1.